From a dataset of Forward reaction prediction with 1.9M reactions from USPTO patents (1976-2016). Predict the product of the given reaction. (1) Given the reactants ClC(OCC)=O.[Br:7][C:8]([CH3:19])([CH3:18])[C:9]([NH:11][C:12]([CH3:17])([CH3:16])[C:13]([OH:15])=[O:14])=O.C(N(CC)CC)C, predict the reaction product. The product is: [Br:7][C:8]([C:9]1[O:14][C:13](=[O:15])[C:12]([CH3:17])([CH3:16])[N:11]=1)([CH3:19])[CH3:18]. (2) Given the reactants [C:1]([C:3]1([CH:8]2[CH2:10][CH2:9]2)[CH2:7][CH:6]=[CH:5][CH2:4]1)#[N:2].B.[Cr](Cl)([O-])(=O)=[O:13].[NH+]1C=CC=CC=1.S([O-])([O-])(=O)=O.[Mg+2], predict the reaction product. The product is: [CH:8]1([C:3]2([C:1]#[N:2])[CH2:7][CH2:6][C:5](=[O:13])[CH2:4]2)[CH2:10][CH2:9]1.